Dataset: Reaction yield outcomes from USPTO patents with 853,638 reactions. Task: Predict the reaction yield, written as a fraction of the theoretical maximum amount of product (1.0 means a 100% yield; for example, 0.34 means a 34% yield). (1) The catalyst is C(O)C. The yield is 0.780. The reactants are Cl[CH:2]([C:8](=O)[CH:9]([CH3:11])[CH3:10])[C:3]([O:5][CH2:6][CH3:7])=[O:4].[Cl:13][C:14]1[CH:19]=[CH:18][C:17]([C@@:20]2([CH3:33])[C@@H:24]([C:25]3[CH:30]=[CH:29][C:28]([Cl:31])=[CH:27][CH:26]=3)[NH:23][C:22](=[S:32])[NH:21]2)=[CH:16][CH:15]=1. The product is [Cl:31][C:28]1[CH:27]=[CH:26][C:25]([C@H:24]2[N:23]3[C:22]([S:32][C:2]([C:3]([O:5][CH2:6][CH3:7])=[O:4])=[C:8]3[CH:9]([CH3:11])[CH3:10])=[N:21][C@:20]2([C:17]2[CH:18]=[CH:19][C:14]([Cl:13])=[CH:15][CH:16]=2)[CH3:33])=[CH:30][CH:29]=1. (2) The reactants are [O:1]=[C:2]([C:9]1[CH:14]=[C:13]([F:15])[C:12]([F:16])=[C:11]([F:17])[C:10]=1[F:18])[CH2:3][C:4]([O:6][CH2:7][CH3:8])=[O:5].[CH3:19]C(OC(C)=O)=O.C(OCC)(OCC)OCC.[NH2:36][C:37]1([CH2:41][OH:42])[CH2:40][CH2:39][CH2:38]1.C(N(CC)CC)C. The catalyst is C1(C)C=CC=CC=1. The product is [OH:42][CH2:41][C:37]1([NH:36][CH:19]=[C:3]([C:2](=[O:1])[C:9]2[CH:14]=[C:13]([F:15])[C:12]([F:16])=[C:11]([F:17])[C:10]=2[F:18])[C:4]([O:6][CH2:7][CH3:8])=[O:5])[CH2:40][CH2:39][CH2:38]1. The yield is 0.550.